From a dataset of Full USPTO retrosynthesis dataset with 1.9M reactions from patents (1976-2016). Predict the reactants needed to synthesize the given product. (1) The reactants are: [CH2:1]1[C:5]2([CH2:10][CH2:9][C:8]([CH2:11][OH:12])=[CH:7][CH2:6]2)[CH2:4][CH2:3][CH2:2]1.O1CCCC1.[H][H]. Given the product [CH2:1]1[C:5]2([CH2:10][CH2:9][CH:8]([CH2:11][OH:12])[CH2:7][CH2:6]2)[CH2:4][CH2:3][CH2:2]1, predict the reactants needed to synthesize it. (2) Given the product [C:1]([C:5]1[CH:10]=[CH:9][C:8]([F:11])=[CH:7][C:6]=1[OH:12])#[C:2][CH2:3][CH3:4], predict the reactants needed to synthesize it. The reactants are: [C:1]([C:5]1[CH:10]=[CH:9][C:8]([F:11])=[CH:7][C:6]=1[O:12]COC)#[C:2][CH2:3][CH3:4]. (3) The reactants are: [C:1]1([CH2:7][CH2:8][CH2:9][NH2:10])[CH:6]=[CH:5][CH:4]=[CH:3][CH:2]=1.C(N(CC)CC)C.[C:18](Cl)(Cl)=[S:19].[CH3:22][N:23]([CH3:37])[C:24]1([C:31]2[CH:36]=[CH:35][CH:34]=[CH:33][CH:32]=2)[CH2:29][CH2:28][CH:27]([NH2:30])[CH2:26][CH2:25]1. Given the product [CH3:22][N:23]([CH3:37])[C:24]1([C:31]2[CH:36]=[CH:35][CH:34]=[CH:33][CH:32]=2)[CH2:29][CH2:28][CH:27]([NH:30][C:18]([NH:10][CH2:9][CH2:8][CH2:7][C:1]2[CH:6]=[CH:5][CH:4]=[CH:3][CH:2]=2)=[S:19])[CH2:26][CH2:25]1, predict the reactants needed to synthesize it. (4) Given the product [Cl:1][C:2]1[CH:7]=[CH:6][C:5]([C:8]2[C:13]([O:14][CH2:15][C:16]([F:17])([F:19])[F:18])=[N:12][CH:11]=[C:10]([CH:9]=2)[C:20]([NH:31][CH2:30][C:28]2[N:29]=[C:25]([CH2:23][CH3:24])[S:26][CH:27]=2)=[O:21])=[CH:4][CH:3]=1, predict the reactants needed to synthesize it. The reactants are: [Cl:1][C:2]1[CH:7]=[CH:6][C:5]([C:8]2[CH:9]=[C:10]([C:20](O)=[O:21])[CH:11]=[N:12][C:13]=2[O:14][CH2:15][C:16]([F:19])([F:18])[F:17])=[CH:4][CH:3]=1.[CH2:23]([C:25]1[S:26][CH:27]=[C:28]([CH2:30][NH2:31])[N:29]=1)[CH3:24]. (5) Given the product [C:6]([C:5]1[CH:8]=[CH:9][C:2]([N:11]([CH3:10])[C:12]2[CH:17]=[CH:16][CH:15]=[CH:14][CH:13]=2)=[CH:3][CH:4]=1)#[N:7], predict the reactants needed to synthesize it. The reactants are: Cl[C:2]1[CH:9]=[CH:8][C:5]([C:6]#[N:7])=[CH:4][CH:3]=1.[CH3:10][NH:11][C:12]1[CH:17]=[CH:16][CH:15]=[CH:14][CH:13]=1.CC(C)([O-])C.[Na+].